This data is from Full USPTO retrosynthesis dataset with 1.9M reactions from patents (1976-2016). The task is: Predict the reactants needed to synthesize the given product. (1) The reactants are: [NH2:1][C:2]1[C:7]2=[C:8]([C:15]3[CH:20]=[CH:19][C:18]([NH:21][C:22]([NH:24][C:25]4[CH:30]=[C:29]([C:31]([F:34])([F:33])[F:32])[CH:28]=[CH:27][C:26]=4[F:35])=[O:23])=[C:17]([F:36])[CH:16]=3)[C:9]([CH2:12][O:13][CH3:14])=[C:10](Br)[N:6]2[N:5]=[CH:4][N:3]=1.[Li]CCCC.CN([CH:45]=[O:46])C. Given the product [NH2:1][C:2]1[C:7]2=[C:8]([C:15]3[CH:20]=[CH:19][C:18]([NH:21][C:22]([NH:24][C:25]4[CH:30]=[C:29]([C:31]([F:34])([F:33])[F:32])[CH:28]=[CH:27][C:26]=4[F:35])=[O:23])=[C:17]([F:36])[CH:16]=3)[C:9]([CH2:12][O:13][CH3:14])=[C:10]([CH:45]=[O:46])[N:6]2[N:5]=[CH:4][N:3]=1, predict the reactants needed to synthesize it. (2) Given the product [C:1]([O:5][C:6](=[O:42])[NH:7][C:8](=[N:23][C:24](=[O:41])[CH2:25][C:26]([C:31]1[CH:36]=[CH:35][C:34]([O:37][CH2:38][CH:39]=[CH2:40])=[CH:33][CH:32]=1)=[N:27][O:28][CH2:29][CH3:30])[CH2:9][C:10]1[CH:15]=[C:14]([Cl:16])[C:13]([NH:17][C:18](=[O:21])[CH2:19][NH:49][CH2:44][CH2:45][CH2:46][CH2:47][CH:48]=[CH2:50])=[C:12]([Cl:22])[CH:11]=1)([CH3:4])([CH3:3])[CH3:2], predict the reactants needed to synthesize it. The reactants are: [C:1]([O:5][C:6](=[O:42])[NH:7][C:8](=[N:23][C:24](=[O:41])[CH2:25][C:26]([C:31]1[CH:36]=[CH:35][C:34]([O:37][CH2:38][CH:39]=[CH2:40])=[CH:33][CH:32]=1)=[N:27][O:28][CH2:29][CH3:30])[CH2:9][C:10]1[CH:15]=[C:14]([Cl:16])[C:13]([NH:17][C:18](=[O:21])[CH2:19]Br)=[C:12]([Cl:22])[CH:11]=1)([CH3:4])([CH3:3])[CH3:2].Cl.[CH2:44]([NH2:49])[CH2:45][CH2:46][CH:47]=[CH2:48].[CH:50](N(C(C)C)CC)(C)C. (3) Given the product [C:1]1([S:11]([O-:13])=[O:12])[C:10]2[C:5](=[CH:6][CH:7]=[CH:8][CH:9]=2)[CH:4]=[CH:3][CH:2]=1.[CH2:45]([N+:36]([CH2:32][CH2:33][CH2:34][CH3:35])([CH2:37][CH2:38][CH2:39][CH3:40])[CH2:41][CH2:42][CH2:43][CH3:44])[CH2:46][CH2:47][CH3:48], predict the reactants needed to synthesize it. The reactants are: [C:1]1([S:11](Cl)(=[O:13])=[O:12])[C:10]2[C:5](=[CH:6][CH:7]=[CH:8][CH:9]=2)[CH:4]=[CH:3][CH:2]=1.[O-]S([O-])=O.[Na+].[Na+].C([O-])(O)=O.[Na+].OS(O)(=O)=O.[OH-].[CH2:32]([N+:36]([CH2:45][CH2:46][CH2:47][CH3:48])([CH2:41][CH2:42][CH2:43][CH3:44])[CH2:37][CH2:38][CH2:39][CH3:40])[CH2:33][CH2:34][CH3:35].